From a dataset of NCI-60 drug combinations with 297,098 pairs across 59 cell lines. Regression. Given two drug SMILES strings and cell line genomic features, predict the synergy score measuring deviation from expected non-interaction effect. (1) Drug 1: CN1CCC(CC1)COC2=C(C=C3C(=C2)N=CN=C3NC4=C(C=C(C=C4)Br)F)OC. Drug 2: CC1C(C(CC(O1)OC2CC(CC3=C2C(=C4C(=C3O)C(=O)C5=C(C4=O)C(=CC=C5)OC)O)(C(=O)CO)O)N)O.Cl. Cell line: MDA-MB-435. Synergy scores: CSS=45.6, Synergy_ZIP=0.256, Synergy_Bliss=2.83, Synergy_Loewe=-17.0, Synergy_HSA=1.54. (2) Drug 1: C1CCC(C1)C(CC#N)N2C=C(C=N2)C3=C4C=CNC4=NC=N3. Drug 2: C(CCl)NC(=O)N(CCCl)N=O. Cell line: HOP-62. Synergy scores: CSS=-7.14, Synergy_ZIP=2.83, Synergy_Bliss=-1.80, Synergy_Loewe=-8.30, Synergy_HSA=-7.10. (3) Drug 1: CC1C(C(CC(O1)OC2CC(OC(C2O)C)OC3=CC4=CC5=C(C(=O)C(C(C5)C(C(=O)C(C(C)O)O)OC)OC6CC(C(C(O6)C)O)OC7CC(C(C(O7)C)O)OC8CC(C(C(O8)C)O)(C)O)C(=C4C(=C3C)O)O)O)O. Drug 2: COCCOC1=C(C=C2C(=C1)C(=NC=N2)NC3=CC=CC(=C3)C#C)OCCOC.Cl. Cell line: A549. Synergy scores: CSS=21.2, Synergy_ZIP=-1.04, Synergy_Bliss=-0.151, Synergy_Loewe=-25.4, Synergy_HSA=1.27. (4) Drug 1: CS(=O)(=O)C1=CC(=C(C=C1)C(=O)NC2=CC(=C(C=C2)Cl)C3=CC=CC=N3)Cl. Drug 2: CC(C)NC(=O)C1=CC=C(C=C1)CNNC.Cl. Cell line: SK-OV-3. Synergy scores: CSS=-0.343, Synergy_ZIP=0.0552, Synergy_Bliss=-0.150, Synergy_Loewe=-3.48, Synergy_HSA=-2.02. (5) Drug 1: CNC(=O)C1=CC=CC=C1SC2=CC3=C(C=C2)C(=NN3)C=CC4=CC=CC=N4. Drug 2: C1CCC(C1)C(CC#N)N2C=C(C=N2)C3=C4C=CNC4=NC=N3. Cell line: SK-MEL-5. Synergy scores: CSS=-14.1, Synergy_ZIP=14.8, Synergy_Bliss=8.67, Synergy_Loewe=-7.94, Synergy_HSA=-10.8. (6) Drug 1: CC1=CC2C(CCC3(C2CCC3(C(=O)C)OC(=O)C)C)C4(C1=CC(=O)CC4)C. Drug 2: CCC1(C2=C(COC1=O)C(=O)N3CC4=CC5=C(C=CC(=C5CN(C)C)O)N=C4C3=C2)O.Cl. Cell line: NCIH23. Synergy scores: CSS=6.93, Synergy_ZIP=-5.34, Synergy_Bliss=0.778, Synergy_Loewe=-23.3, Synergy_HSA=-1.51.